This data is from Full USPTO retrosynthesis dataset with 1.9M reactions from patents (1976-2016). The task is: Predict the reactants needed to synthesize the given product. (1) The reactants are: OS(O)(=O)=O.O[CH2:7][CH:8]([CH2:10]O)O.[Na+].[N+](C1C=C(S([O-])(=O)=O)C=CC=1)([O-])=O.[NH2:26][C:27]1[CH:32]=[CH:31][N:30]=[CH:29][CH:28]=1.[OH-].[Na+].Cl. Given the product [N:26]1[C:27]2[C:28](=[CH:29][N:30]=[CH:31][CH:32]=2)[CH:10]=[CH:8][CH:7]=1, predict the reactants needed to synthesize it. (2) Given the product [BrH:19].[Cl:1][C:2]1[C:7]([N+:8]([O-:10])=[O:9])=[CH:6][CH:5]=[CH:4][C:3]=1[NH2:11], predict the reactants needed to synthesize it. The reactants are: [Cl:1][C:2]1[C:7]([N+:8]([O-:10])=[O:9])=[CH:6][CH:5]=[CH:4][C:3]=1[NH:11]C(=O)OC(C)(C)C.[BrH:19]. (3) Given the product [CH2:7]([O:6][C:5](=[S:14])[CH2:18][C:17](=[O:19])[CH:16]([CH3:20])[CH3:15])[C:8]1[CH:9]=[CH:10][CH:11]=[CH:12][CH:13]=1, predict the reactants needed to synthesize it. The reactants are: [NH2-].[Na+].CS[C:5](=[S:14])[O:6][CH2:7][C:8]1[CH:13]=[CH:12][CH:11]=[CH:10][CH:9]=1.[CH3:15][CH:16]([CH3:20])[C:17](=[O:19])[CH3:18].Cl. (4) Given the product [CH3:1][O:2][C:3]1[C:4]([N:13]2[CH:17]=[C:16]([CH3:18])[N:15]=[CH:14]2)=[N:5][CH:6]=[C:7]([CH:12]=1)[C:8]([OH:10])=[O:9], predict the reactants needed to synthesize it. The reactants are: [CH3:1][O:2][C:3]1[C:4]([N:13]2[CH:17]=[C:16]([CH3:18])[N:15]=[CH:14]2)=[N:5][CH:6]=[C:7]([CH:12]=1)[C:8]([O:10]C)=[O:9].ClC1C(OC)=CC(C(OC)=O)=CN=1.CC1N=CNC=1.[F-].[Cs+].C(=O)(O)[O-].[Na+].